Dataset: Forward reaction prediction with 1.9M reactions from USPTO patents (1976-2016). Task: Predict the product of the given reaction. (1) Given the reactants [CH3:1][O:2][C:3](=[O:24])[CH2:4][CH:5]1[CH2:10][N:9]([C:11]2[CH:16]=[CH:15][CH:14]=[CH:13][CH:12]=2)[C:8]2[CH:17]=[C:18]([C:21](O)=[O:22])[CH:19]=[CH:20][C:7]=2[O:6]1.[N:25]1[CH:30]=[CH:29][CH:28]=[CH:27][C:26]=1[NH:31][CH2:32][CH2:33][CH2:34][NH2:35].CCN=C=NCCCN(C)C.Cl.Cl.O, predict the reaction product. The product is: [C:11]1([N:9]2[C:8]3[CH:17]=[C:18]([C:21]([NH:35][CH2:34][CH2:33][CH2:32][NH:31][C:26]4[CH:27]=[CH:28][CH:29]=[CH:30][N:25]=4)=[O:22])[CH:19]=[CH:20][C:7]=3[O:6][CH:5]([CH2:4][C:3]([O:2][CH3:1])=[O:24])[CH2:10]2)[CH:16]=[CH:15][CH:14]=[CH:13][CH:12]=1. (2) The product is: [Br:12][C:3]1[C:4]([NH2:11])=[N:5][C:6]([S:8][CH3:10])=[N:7][C:2]=1[Cl:1]. Given the reactants [Cl:1][C:2]1[N:7]=[C:6]([S:8]([CH3:10])=O)[N:5]=[C:4]([NH2:11])[CH:3]=1.[Br:12]N1C(=O)CCC1=O, predict the reaction product.